This data is from Catalyst prediction with 721,799 reactions and 888 catalyst types from USPTO. The task is: Predict which catalyst facilitates the given reaction. (1) Reactant: [CH2:1]([O:8][C:9]1[CH:10]=[CH:11][C:12](Br)=[C:13]([C:15]2[CH2:19][C:18]([CH2:27][C:28]([O:30][C:31]([CH3:34])([CH3:33])[CH3:32])=[O:29])([C:20]([O:22][C:23]([CH3:26])([CH3:25])[CH3:24])=[O:21])[O:17][N:16]=2)[CH:14]=1)[C:2]1[CH:7]=[CH:6][CH:5]=[CH:4][CH:3]=1.[C:36]1(B2OC(C)(C)C(C)(C)O2)[CH2:41][CH2:40][CH2:39][CH2:38][CH:37]=1.C(=O)([O-])[O-].[Cs+].[Cs+].COCCOC. Product: [CH2:1]([O:8][C:9]1[CH:10]=[CH:11][C:12]([C:36]2[CH2:41][CH2:40][CH2:39][CH2:38][CH:37]=2)=[C:13]([C:15]2[CH2:19][C:18]([CH2:27][C:28]([O:30][C:31]([CH3:34])([CH3:33])[CH3:32])=[O:29])([C:20]([O:22][C:23]([CH3:26])([CH3:25])[CH3:24])=[O:21])[O:17][N:16]=2)[CH:14]=1)[C:2]1[CH:7]=[CH:6][CH:5]=[CH:4][CH:3]=1. The catalyst class is: 263. (2) Product: [CH3:36][C:26]1[CH:31]=[CH:30][C:29]([S:32]([O:24][CH2:23][C:18]([CH2:17][NH:16][C:14]([C:3]2[CH:4]=[N:5][N:6]([C:7]3[CH:8]=[CH:9][C:10]([F:13])=[CH:11][CH:12]=3)[C:2]=2[NH2:1])=[O:15])([OH:25])[C:19]([F:22])([F:21])[F:20])(=[O:34])=[O:33])=[CH:28][CH:27]=1. Reactant: [NH2:1][C:2]1[N:6]([C:7]2[CH:12]=[CH:11][C:10]([F:13])=[CH:9][CH:8]=2)[N:5]=[CH:4][C:3]=1[C:14]([NH:16][CH2:17][C:18]([OH:25])([CH2:23][OH:24])[C:19]([F:22])([F:21])[F:20])=[O:15].[C:26]1([CH3:36])[CH:31]=[CH:30][C:29]([S:32](Cl)(=[O:34])=[O:33])=[CH:28][CH:27]=1. The catalyst class is: 272. (3) The catalyst class is: 50. Reactant: [C:1]([O:5][C:6]([N:8]1[CH2:13][CH2:12][N:11]([C:14]2[CH:15]=[N:16][C:17]([N+:20]([O-])=O)=[CH:18][CH:19]=2)[CH2:10][CH2:9]1)=[O:7])([CH3:4])([CH3:3])[CH3:2].C1CCCCC1. Product: [C:1]([O:5][C:6]([N:8]1[CH2:13][CH2:12][N:11]([C:14]2[CH:15]=[N:16][C:17]([NH2:20])=[CH:18][CH:19]=2)[CH2:10][CH2:9]1)=[O:7])([CH3:4])([CH3:2])[CH3:3].